Dataset: Forward reaction prediction with 1.9M reactions from USPTO patents (1976-2016). Task: Predict the product of the given reaction. (1) Given the reactants [Br:1]N1C(=O)CCC1=O.[NH2:9][C:10]1[C:15]([C:16]2[O:17][C:18]3[C:24]([C:25]([O:27][CH3:28])=[O:26])=[CH:23][CH:22]=[CH:21][C:19]=3[N:20]=2)=[CH:14][CH:13]=[CH:12][N:11]=1.C(Cl)(Cl)Cl.N, predict the reaction product. The product is: [NH2:9][C:10]1[C:15]([C:16]2[O:17][C:18]3[C:24]([C:25]([O:27][CH3:28])=[O:26])=[CH:23][CH:22]=[CH:21][C:19]=3[N:20]=2)=[CH:14][C:13]([Br:1])=[CH:12][N:11]=1. (2) Given the reactants [NH:1]1[CH2:6][CH2:5][CH2:4][CH2:3][C:2]1=[O:7].[Br:8][C:9]1[CH:10]=[N:11][CH:12]=[C:13]([CH2:15]Cl)[CH:14]=1, predict the reaction product. The product is: [Br:8][C:9]1[CH:14]=[C:13]([CH2:15][N:1]2[CH2:6][CH2:5][CH2:4][CH2:3][C:2]2=[O:7])[CH:12]=[N:11][CH:10]=1. (3) Given the reactants [H-].[Na+].Cl[C:4]1[CH:9]=[CH:8][C:7]([N+:10]([O-:12])=[O:11])=[CH:6][N:5]=1.[OH:13][CH:14]1[CH2:19][CH2:18][N:17]([CH3:20])[CH2:16][CH2:15]1, predict the reaction product. The product is: [CH3:20][N:17]1[CH2:18][CH2:19][CH:14]([O:13][C:4]2[CH:9]=[CH:8][C:7]([N+:10]([O-:12])=[O:11])=[CH:6][N:5]=2)[CH2:15][CH2:16]1. (4) Given the reactants [CH:1]1([C:4]2[CH:5]=[N:6][C:7]([NH:14][C:15]3[CH:16]=[C:17]4[C:21](=[CH:22][CH:23]=3)[NH:20][C:19]([C:24]3[CH:29]=[CH:28][CH:27]=[CH:26][CH:25]=3)=[CH:18]4)=[C:8]([CH:13]=2)[C:9]([O:11][CH3:12])=[O:10])[CH2:3][CH2:2]1.[CH3:30][C:31](C)([O-])C.[K+].ICC.CN(C)C(=O)C, predict the reaction product. The product is: [CH:1]1([C:4]2[CH:5]=[N:6][C:7]([NH:14][C:15]3[CH:16]=[C:17]4[C:21](=[CH:22][CH:23]=3)[N:20]([CH2:30][CH3:31])[C:19]([C:24]3[CH:29]=[CH:28][CH:27]=[CH:26][CH:25]=3)=[CH:18]4)=[C:8]([CH:13]=2)[C:9]([O:11][CH3:12])=[O:10])[CH2:3][CH2:2]1. (5) The product is: [NH2:19][C:17]1[CH:16]=[N:15][N:14]([CH2:13][CH2:12][NH:11][C:5]2[N:4]=[C:3]([O:2][CH3:1])[CH:8]=[C:7]([O:9][CH3:10])[N:6]=2)[CH:18]=1. Given the reactants [CH3:1][O:2][C:3]1[CH:8]=[C:7]([O:9][CH3:10])[N:6]=[C:5]([NH:11][CH2:12][CH2:13][N:14]2[CH:18]=[C:17]([N+:19]([O-])=O)[CH:16]=[N:15]2)[N:4]=1, predict the reaction product. (6) Given the reactants [F:1][C:2]1[CH:9]=[CH:8][C:5]([C:6]#[N:7])=[CH:4][C:3]=1[C:10]([C:12]1[CH:21]=[CH:20][C:19]2[C:14](=[CH:15][CH:16]=[C:17]([OH:22])[CH:18]=2)[CH:13]=1)=[O:11].[OH-].[Na+].Cl.Cl[CH2:27][CH2:28][N:29]1[CH2:33][CH2:32][CH2:31][CH2:30]1, predict the reaction product. The product is: [F:1][C:2]1[CH:9]=[CH:8][C:5]([C:6]#[N:7])=[CH:4][C:3]=1[C:10]([C:12]1[CH:21]=[CH:20][C:19]2[C:14](=[CH:15][CH:16]=[C:17]([O:22][CH2:27][CH2:28][N:29]3[CH2:33][CH2:32][CH2:31][CH2:30]3)[CH:18]=2)[CH:13]=1)=[O:11]. (7) Given the reactants Br[C:2]1[CH:3]=[C:4]([C:8]2[CH:13]=[C:12]([C:14]3[CH:19]=[CH:18][C:17]([Cl:20])=[CH:16][CH:15]=3)[CH:11]=[C:10]([C:21]([F:24])([F:23])[F:22])[N:9]=2)[CH:5]=[CH:6][CH:7]=1.[NH2:25][C:26]1[CH:31]=[CH:30][C:29](B2OC(C)(C)C(C)(C)O2)=[CH:28][N:27]=1, predict the reaction product. The product is: [Cl:20][C:17]1[CH:18]=[CH:19][C:14]([C:12]2[CH:11]=[C:10]([C:21]([F:24])([F:23])[F:22])[N:9]=[C:8]([C:4]3[CH:3]=[C:2]([C:29]4[CH:30]=[CH:31][C:26]([NH2:25])=[N:27][CH:28]=4)[CH:7]=[CH:6][CH:5]=3)[CH:13]=2)=[CH:15][CH:16]=1.